From a dataset of Peptide-MHC class I binding affinity with 185,985 pairs from IEDB/IMGT. Regression. Given a peptide amino acid sequence and an MHC pseudo amino acid sequence, predict their binding affinity value. This is MHC class I binding data. (1) The peptide sequence is HIDPMWKVL. The MHC is HLA-A02:16 with pseudo-sequence HLA-A02:16. The binding affinity (normalized) is 0.0847. (2) The peptide sequence is KAIITPVVFY. The MHC is HLA-A31:01 with pseudo-sequence HLA-A31:01. The binding affinity (normalized) is 0. (3) The peptide sequence is AMMWRIAQL. The MHC is BoLA-AW10 with pseudo-sequence BoLA-AW10. The binding affinity (normalized) is 0.0641.